From a dataset of Full USPTO retrosynthesis dataset with 1.9M reactions from patents (1976-2016). Predict the reactants needed to synthesize the given product. (1) Given the product [CH2:5]([O:8][C:9]1[CH:14]=[CH:13][C:12]([C:15]2[CH:19]=[C:18]([CH2:20][C:21]([O:23][CH3:28])=[O:22])[O:17][N:16]=2)=[C:11]([C:24]([F:26])([F:27])[F:25])[CH:10]=1)[CH2:6][CH3:7], predict the reactants needed to synthesize it. The reactants are: S(Cl)(Cl)=O.[CH2:5]([O:8][C:9]1[CH:14]=[CH:13][C:12]([C:15]2[CH:19]=[C:18]([CH2:20][C:21]([OH:23])=[O:22])[O:17][N:16]=2)=[C:11]([C:24]([F:27])([F:26])[F:25])[CH:10]=1)[CH2:6][CH3:7].[CH3:28]O. (2) Given the product [I:20][C:8]1[N:7]2[C:2]([CH3:1])=[CH:3][C:4]([C:15]([O:17][CH2:18][CH3:19])=[O:16])=[CH:5][C:6]2=[N:10][C:9]=1[C:11]([F:14])([F:13])[F:12], predict the reactants needed to synthesize it. The reactants are: [CH3:1][C:2]1[N:7]2[CH:8]=[C:9]([C:11]([F:14])([F:13])[F:12])[N:10]=[C:6]2[CH:5]=[C:4]([C:15]([O:17][CH2:18][CH3:19])=[O:16])[CH:3]=1.[I:20]N1C(=O)CCC1=O. (3) Given the product [C:1]1([C:7]([C:9]2[N:10]=[C:11]3[CH:16]=[CH:15][C:14]([C:28]4[N:29]=[CH:30][N:31]([C:33]([C:34]5[CH:39]=[CH:38][CH:37]=[CH:36][CH:35]=5)([C:46]5[CH:47]=[CH:48][CH:49]=[CH:50][CH:51]=5)[C:40]5[CH:41]=[CH:42][CH:43]=[CH:44][CH:45]=5)[CH:32]=4)=[CH:13][N:12]3[CH:26]=2)=[O:8])[CH:2]=[CH:3][CH:4]=[CH:5][CH:6]=1, predict the reactants needed to synthesize it. The reactants are: [C:1]1([C:7]([C:9]2[N:10]=[C:11]3[CH:16]=[CH:15][C:14](B4OC(C)(C)C(C)(C)O4)=[CH:13][N:12]3[CH:26]=2)=[O:8])[CH:6]=[CH:5][CH:4]=[CH:3][CH:2]=1.I[C:28]1[N:29]=[CH:30][N:31]([C:33]([C:46]2[CH:51]=[CH:50][CH:49]=[CH:48][CH:47]=2)([C:40]2[CH:45]=[CH:44][CH:43]=[CH:42][CH:41]=2)[C:34]2[CH:39]=[CH:38][CH:37]=[CH:36][CH:35]=2)[CH:32]=1.C(=O)([O-])[O-].[Na+].[Na+].C1(C)C=CC=CC=1. (4) Given the product [CH3:1][O:2][C:3](=[O:16])[C:4]1[CH:5]=[C:6]([C:7]2[O:8][CH:24]=[CH:25][N:21]=2)[CH:10]=[C:11]([N+:13]([O-:15])=[O:14])[CH:12]=1, predict the reactants needed to synthesize it. The reactants are: [CH3:1][O:2][C:3](=[O:16])[C:4]1[CH:12]=[C:11]([N+:13]([O-:15])=[O:14])[CH:10]=[C:6]([C:7]([O-])=[O:8])[CH:5]=1.S(Cl)(Cl)=O.[NH:21]1[CH:25]=[CH:24]N=N1.C(=O)([O-])[O-].[K+].[K+].